Task: Predict the reactants needed to synthesize the given product.. Dataset: Full USPTO retrosynthesis dataset with 1.9M reactions from patents (1976-2016) Given the product [CH3:1][N:2]1[CH2:7][CH2:6][N:5]([CH2:8][C:9]2[CH:19]=[CH:18][C:12]([C:13]([OH:15])=[O:14])=[CH:11][C:10]=2[C:20]([F:23])([F:21])[F:22])[CH2:4][CH2:3]1, predict the reactants needed to synthesize it. The reactants are: [CH3:1][N:2]1[CH2:7][CH2:6][N:5]([CH2:8][C:9]2[CH:19]=[CH:18][C:12]([C:13]([O:15]CC)=[O:14])=[CH:11][C:10]=2[C:20]([F:23])([F:22])[F:21])[CH2:4][CH2:3]1.[OH-].[Na+].